From a dataset of Reaction yield outcomes from USPTO patents with 853,638 reactions. Predict the reaction yield, written as a fraction of the theoretical maximum amount of product (1.0 means a 100% yield; for example, 0.34 means a 34% yield). (1) The reactants are [F:1][C:2]([F:15])([C:7]1[CH:12]=[CH:11][C:10]([CH2:13][OH:14])=[CH:9][CH:8]=1)[C:3]([F:6])([F:5])[F:4].C(N(CC)CC)C.[C:23]1([CH3:33])[CH:28]=[CH:27][C:26]([S:29](Cl)(=[O:31])=[O:30])=[CH:25][CH:24]=1. The catalyst is ClCCl. The product is [CH3:33][C:23]1[CH:28]=[CH:27][C:26]([S:29]([O:14][CH2:13][C:10]2[CH:11]=[CH:12][C:7]([C:2]([F:15])([F:1])[C:3]([F:5])([F:4])[F:6])=[CH:8][CH:9]=2)(=[O:31])=[O:30])=[CH:25][CH:24]=1. The yield is 0.400. (2) The reactants are [Cl:1][C:2]1[C:7]([OH:8])=[C:6]([I:9])[CH:5]=[C:4]([CH2:10][OH:11])[N:3]=1.[H-].[Na+].[CH2:14](Br)[CH:15]=[CH2:16]. The catalyst is CN(C=O)C.CCOC(C)=O. The product is [CH2:16]([O:8][C:7]1[C:2]([Cl:1])=[N:3][C:4]([CH2:10][OH:11])=[CH:5][C:6]=1[I:9])[CH:15]=[CH2:14]. The yield is 0.680. (3) The catalyst is N1C=CC=CC=1.ClC1C=CC=CC=1Cl. The yield is 0.210. The reactants are [CH3:1][O:2][C:3]1[CH:4]=[C:5]([NH:11][C:12]2[C:21]([NH2:22])=[N:20][C:19]3[C:14](=[CH:15][CH:16]=[CH:17][CH:18]=3)[N:13]=2)[CH:6]=[C:7]([O:9][CH3:10])[CH:8]=1.[CH3:23][S:24]([C:27]1[CH:28]=[C:29]([S:33](Cl)(=[O:35])=[O:34])[CH:30]=[CH:31][CH:32]=1)(=[O:26])=[O:25]. The product is [CH3:10][O:9][C:7]1[CH:6]=[C:5]([NH:11][C:12]2[C:21]([NH:22][S:33]([C:29]3[CH:30]=[CH:31][CH:32]=[C:27]([S:24]([CH3:23])(=[O:26])=[O:25])[CH:28]=3)(=[O:35])=[O:34])=[N:20][C:19]3[C:14]([N:13]=2)=[CH:15][CH:16]=[CH:17][CH:18]=3)[CH:4]=[C:3]([O:2][CH3:1])[CH:8]=1. (4) The reactants are C(OC(=O)[NH:7][C@H:8]([C:10](=[O:18])[NH:11][CH:12]1[CH2:17][CH2:16][CH2:15][CH2:14][CH2:13]1)[CH3:9])(C)(C)C.[ClH:20]. The catalyst is O1CCOCC1. The product is [ClH:20].[NH2:7][C@@H:8]([CH3:9])[C:10]([NH:11][CH:12]1[CH2:17][CH2:16][CH2:15][CH2:14][CH2:13]1)=[O:18]. The yield is 0.950. (5) The reactants are [Br:1][C:2]1[C:7]2[N:8]=[C:9]([C:11]3[CH:16]=[CH:15][CH:14]=[C:13]([O:17]C)[C:12]=3[CH:19]([CH3:21])[CH3:20])[S:10][C:6]=2[CH:5]=[C:4]([O:22]C)[CH:3]=1.B(Br)(Br)Br. No catalyst specified. The product is [Br:1][C:2]1[C:7]2[N:8]=[C:9]([C:11]3[CH:16]=[CH:15][CH:14]=[C:13]([OH:17])[C:12]=3[CH:19]([CH3:20])[CH3:21])[S:10][C:6]=2[CH:5]=[C:4]([OH:22])[CH:3]=1. The yield is 0.540. (6) The reactants are [C:1]([CH2:3][C:4]([NH:6][C:7]([CH3:23])([CH2:13][C:14](=O)[C:15]1[CH:20]=[CH:19][C:18]([CH3:21])=[CH:17][CH:16]=1)[C:8]([O:10][CH2:11][CH3:12])=[O:9])=[O:5])#[N:2].O.[OH-].[Li+].CC(O)=O. The catalyst is C1COCC1.O.CCOC(C)=O. The product is [C:1]([C:3]1[C:4](=[O:5])[NH:6][C:7]([CH3:23])([C:8]([O:10][CH2:11][CH3:12])=[O:9])[CH2:13][C:14]=1[C:15]1[CH:20]=[CH:19][C:18]([CH3:21])=[CH:17][CH:16]=1)#[N:2]. The yield is 1.15. (7) The reactants are [NH:1]1[C:9]2[C:4](=[CH:5][CH:6]=[CH:7][CH:8]=2)[CH:3]=[C:2]1[C:10]1[C:11]([O:20][CH3:21])=[CH:12][C:13]([O:18][CH3:19])=[C:14]([CH2:16][OH:17])[CH:15]=1. The catalyst is C1COCC1.C(Cl)Cl.O=[Mn]=O. The product is [NH:1]1[C:9]2[C:4](=[CH:5][CH:6]=[CH:7][CH:8]=2)[CH:3]=[C:2]1[C:10]1[C:11]([O:20][CH3:21])=[CH:12][C:13]([O:18][CH3:19])=[C:14]([CH:15]=1)[CH:16]=[O:17]. The yield is 0.880.